From a dataset of Reaction yield outcomes from USPTO patents with 853,638 reactions. Predict the reaction yield, written as a fraction of the theoretical maximum amount of product (1.0 means a 100% yield; for example, 0.34 means a 34% yield). (1) The reactants are O1CCCC1.[NH2:6][C:7]1[C:14]([O:15][CH3:16])=[CH:13][C:12](Br)=[CH:11][C:8]=1[C:9]#[N:10].[Br-].[CH3:19][CH:20]([CH3:23])[CH2:21][Zn+]. The catalyst is O. The product is [NH2:6][C:7]1[C:14]([O:15][CH3:16])=[CH:13][C:12]([CH2:19][CH:20]([CH3:23])[CH3:21])=[CH:11][C:8]=1[C:9]#[N:10]. The yield is 0.970. (2) The reactants are [CH2:1]([N:3]1[C:7]2=[N:8][C:9]([CH2:48][CH3:49])=[C:10]([CH2:19][NH:20][C:21]([C:23]3[CH:28]=[CH:27][CH:26]=[C:25]([C:29]([NH:31][CH2:32][C:33]4[CH:34]=[C:35]([C:40]5[CH:45]=[CH:44][CH:43]=[C:42]([CH:46]=O)[CH:41]=5)[C:36]([F:39])=[CH:37][CH:38]=4)=[O:30])[CH:24]=3)=[O:22])[C:11]([NH:12][CH:13]3[CH2:18][CH2:17][O:16][CH2:15][CH2:14]3)=[C:6]2[CH:5]=[N:4]1)[CH3:2].[CH3:50][CH:51]1[CH2:56][NH:55][CH2:54][CH:53]([CH3:57])[NH:52]1.[BH-](OC(C)=O)(OC(C)=O)OC(C)=O.[Na+]. The catalyst is CS(C)=O.[Cl-].[Cl-].[Zn+2]. The product is [CH2:1]([N:3]1[C:7]2=[N:8][C:9]([CH2:48][CH3:49])=[C:10]([CH2:19][NH:20][C:21]([C:23]3[CH:28]=[CH:27][CH:26]=[C:25]([C:29]([NH:31][CH2:32][C:33]4[CH:34]=[C:35]([C:40]5[CH:45]=[CH:44][CH:43]=[C:42]([CH2:46][N:55]6[CH2:54][CH:53]([CH3:57])[NH:52][CH:51]([CH3:50])[CH2:56]6)[CH:41]=5)[C:36]([F:39])=[CH:37][CH:38]=4)=[O:30])[CH:24]=3)=[O:22])[C:11]([NH:12][CH:13]3[CH2:14][CH2:15][O:16][CH2:17][CH2:18]3)=[C:6]2[CH:5]=[N:4]1)[CH3:2]. The yield is 0.516. (3) The reactants are [F:1][C:2]([F:16])([F:15])[CH:3]([C:5]1[CH:10]=[CH:9][C:8]([O:11][CH3:12])=[CH:7][C:6]=1[CH2:13][OH:14])O.C1(P(C2C=CC=CC=2)C2C=CC=CC=2)C=CC=CC=1.N(C(OCC)=O)=NC(OCC)=O.O. The catalyst is ClCCl. The product is [CH3:12][O:11][C:8]1[CH:7]=[C:6]2[C:5](=[CH:10][CH:9]=1)[CH:3]([C:2]([F:16])([F:15])[F:1])[O:14][CH2:13]2. The yield is 0.569. (4) The reactants are C([O-])([O-])=O.[Na+].[Na+].[C:7]([C:10]1[C:18]2[CH:17]=[C:16](B(O)O)[S:15][C:14]=2[CH:13]=[CH:12][CH:11]=1)([OH:9])=[O:8].[Cl:22][C:23]1[N:28]=[C:27](Cl)[CH:26]=[C:25](Cl)[N:24]=1.[ClH:31]. The catalyst is COCCOC.Cl[Pd](Cl)([P](C1C=CC=CC=1)(C1C=CC=CC=1)C1C=CC=CC=1)[P](C1C=CC=CC=1)(C1C=CC=CC=1)C1C=CC=CC=1. The product is [Cl:22][C:23]1[N:28]=[C:27]([C:16]2[S:15][C:14]3[CH:13]=[CH:12][CH:11]=[C:10]([C:7]([OH:9])=[O:8])[C:18]=3[CH:17]=2)[C:26]([Cl:31])=[CH:25][N:24]=1. The yield is 0.380. (5) The catalyst is C(O)(=O)C. The product is [O:22]=[C:16]1[CH:15]([N:14]2[C:8](=[O:9])[C:3]3[C:4](=[CH:10][CH:11]=[CH:12][C:2]=3[CH3:1])[C:5]2=[O:7])[CH2:20][CH2:19][C:18](=[O:21])[NH:17]1. The reactants are [CH3:1][C:2]1[CH:12]=[CH:11][CH:10]=[C:4]2[C:5]([O:7][C:8](=[O:9])[C:3]=12)=O.Cl.[NH2:14][CH:15]1[CH2:20][CH2:19][C:18](=[O:21])[NH:17][C:16]1=[O:22].C([O-])(=O)C.[Na+].O. The yield is 0.820. (6) The reactants are [CH2:1]([O:8][C:9]1[CH:14]=[C:13]([O:15][CH2:16][CH2:17][CH2:18][C:19]2[C:20]([O:34][CH2:35][CH3:36])=[N:21][N:22]([C:24]3[CH:29]=[CH:28][C:27]([C:30]([F:33])([F:32])[F:31])=[CH:26][N:25]=3)[CH:23]=2)[CH:12]=[CH:11][C:10]=1[CH2:37][CH2:38][C:39]([O:41]CC)=[O:40])[C:2]1[CH:7]=[CH:6][CH:5]=[CH:4][CH:3]=1.[OH-].[Na+].O1CCCC1.Cl. The catalyst is C(O)C. The product is [CH2:1]([O:8][C:9]1[CH:14]=[C:13]([O:15][CH2:16][CH2:17][CH2:18][C:19]2[C:20]([O:34][CH2:35][CH3:36])=[N:21][N:22]([C:24]3[CH:29]=[CH:28][C:27]([C:30]([F:33])([F:32])[F:31])=[CH:26][N:25]=3)[CH:23]=2)[CH:12]=[CH:11][C:10]=1[CH2:37][CH2:38][C:39]([OH:41])=[O:40])[C:2]1[CH:7]=[CH:6][CH:5]=[CH:4][CH:3]=1. The yield is 0.990. (7) The reactants are [C:1]1(B(O)O)[CH:6]=[CH:5][CH:4]=[CH:3][CH:2]=1.P([O-])([O-])([O-])=O.[K+].[K+].[K+].I[C:19]1[C:24]([O:25][CH2:26][O:27][CH3:28])=[CH:23][CH:22]=[CH:21][C:20]=1[O:29][CH2:30][O:31][CH3:32].CCOCC. The catalyst is C1(C)C=CC=CC=1.C1C=CC(/C=C/C(/C=C/C2C=CC=CC=2)=O)=CC=1.C1C=CC(/C=C/C(/C=C/C2C=CC=CC=2)=O)=CC=1.C1C=CC(/C=C/C(/C=C/C2C=CC=CC=2)=O)=CC=1.[Pd].[Pd].C1(P(C2CCCCC2)C2C=CC=CC=2C2C(OC)=CC=CC=2OC)CCCCC1. The product is [CH3:32][O:31][CH2:30][O:29][C:20]1[CH:21]=[CH:22][CH:23]=[C:24]([O:25][CH2:26][O:27][CH3:28])[C:19]=1[C:1]1[CH:6]=[CH:5][CH:4]=[CH:3][CH:2]=1. The yield is 0.990. (8) The reactants are [CH2:1]([NH:3][C:4]1[CH:9]=[CH:8][CH:7]=[CH:6][CH:5]=1)[CH3:2].C(N(CC)CC)C.Br[CH2:18][CH2:19][CH2:20][C:21]([O:23][CH2:24][CH3:25])=[O:22]. The catalyst is C(OCC)(=O)C. The product is [CH2:1]([N:3]([C:4]1[CH:9]=[CH:8][CH:7]=[CH:6][CH:5]=1)[CH2:18][CH2:19][CH2:20][C:21]([O:23][CH2:24][CH3:25])=[O:22])[CH3:2]. The yield is 0.770.